Dataset: NCI-60 drug combinations with 297,098 pairs across 59 cell lines. Task: Regression. Given two drug SMILES strings and cell line genomic features, predict the synergy score measuring deviation from expected non-interaction effect. (1) Drug 1: CN1C(=O)N2C=NC(=C2N=N1)C(=O)N. Drug 2: C(=O)(N)NO. Cell line: HS 578T. Synergy scores: CSS=0.986, Synergy_ZIP=-1.52, Synergy_Bliss=-2.35, Synergy_Loewe=-4.60, Synergy_HSA=-2.65. (2) Drug 1: CS(=O)(=O)C1=CC(=C(C=C1)C(=O)NC2=CC(=C(C=C2)Cl)C3=CC=CC=N3)Cl. Drug 2: COC1=NC(=NC2=C1N=CN2C3C(C(C(O3)CO)O)O)N. Cell line: K-562. Synergy scores: CSS=11.9, Synergy_ZIP=-1.81, Synergy_Bliss=3.75, Synergy_Loewe=-8.76, Synergy_HSA=-2.45.